This data is from Full USPTO retrosynthesis dataset with 1.9M reactions from patents (1976-2016). The task is: Predict the reactants needed to synthesize the given product. (1) Given the product [Cl:1][C:2]1[CH:11]=[CH:10][CH:9]=[C:8]2[C:3]=1[C:4]([N:13]1[CH2:18][CH2:17][N:16]([C:27]([NH:26][C:23]3[CH:24]=[CH:25][C:20]([F:19])=[CH:21][CH:22]=3)=[O:28])[CH2:15][CH2:14]1)=[CH:5][C:6]([CH3:12])=[N:7]2, predict the reactants needed to synthesize it. The reactants are: [Cl:1][C:2]1[CH:11]=[CH:10][CH:9]=[C:8]2[C:3]=1[C:4]([N:13]1[CH2:18][CH2:17][NH:16][CH2:15][CH2:14]1)=[CH:5][C:6]([CH3:12])=[N:7]2.[F:19][C:20]1[CH:25]=[CH:24][C:23]([N:26]=[C:27]=[O:28])=[CH:22][CH:21]=1.CCCCCC.CCOC(C)=O. (2) Given the product [CH2:9]([N:1]1[CH2:6][CH2:5][CH2:4][CH2:3][CH2:2]1)[C:8]#[CH:7], predict the reactants needed to synthesize it. The reactants are: [NH:1]1[CH2:6][CH2:5][CH2:4][CH2:3][CH2:2]1.[CH2:7](Br)[C:8]#[CH:9]. (3) The reactants are: [NH:1]1[C:9]2[C:4](=[CH:5][CH:6]=[CH:7][CH:8]=2)[CH2:3][CH2:2]1.Br[CH2:11][CH2:12][OH:13].C(N(C(C)C)CC)(C)C. Given the product [N:1]1([CH2:11][CH2:12][OH:13])[C:9]2[C:4](=[CH:5][CH:6]=[CH:7][CH:8]=2)[CH2:3][CH2:2]1, predict the reactants needed to synthesize it. (4) Given the product [C:1]([O:4][CH2:5][C:6]1[C:7]([N:29]2[CH2:41][CH2:40][N:32]3[C:33]4[CH2:34][CH2:35][CH2:36][CH2:37][C:38]=4[CH:39]=[C:31]3[C:30]2=[O:42])=[N:8][CH:9]=[CH:10][C:11]=1[C:12]1[CH:17]=[C:16]([NH:18][C:19]2[CH:23]=[CH:55][C:56]([N:59]3[CH2:64][CH2:63][N:62]([CH2:65][C:66]([OH:69])([CH3:67])[CH3:68])[CH2:61][CH2:60]3)=[CH:57][N:20]=2)[C:15](=[O:27])[N:14]([CH3:28])[CH:13]=1)(=[O:3])[CH3:2], predict the reactants needed to synthesize it. The reactants are: [C:1]([O:4][CH2:5][C:6]1[C:7]([N:29]2[CH2:41][CH2:40][N:32]3[C:33]4[CH2:34][CH2:35][CH2:36][CH2:37][C:38]=4[CH:39]=[C:31]3[C:30]2=[O:42])=[N:8][CH:9]=[CH:10][C:11]=1[C:12]1[CH:17]=[C:16]([NH:18][C:19]2[CH:23]=C(C3CC3)N[N:20]=2)[C:15](=[O:27])[N:14]([CH3:28])[CH:13]=1)(=[O:3])[CH3:2].BrC1C=C(NC2C=[CH:57][C:56]([N:59]3[CH2:64][CH2:63][N:62]([CH2:65][C:66]([OH:69])([CH3:68])[CH3:67])[CH2:61][CH2:60]3)=[CH:55]N=2)C(=O)N(C)C=1.C(OCC1C(N2CCN3C4CCCCC=4C=C3C2=O)=NC=CC=1B1OC(C)(C)C(C)(C)O1)(=O)C. (5) Given the product [CH:27]1[C:28]2[C:23](=[CH:22][CH:21]=[C:20]([O:19][C:5]3[N:4]=[N:3][C:2]([O:19][C:20]4[CH:29]=[C:28]5[C:23]([CH:24]=[CH:25][N:26]=[CH:27]5)=[CH:22][CH:21]=4)=[C:7]([C:8]4[CH:13]=[CH:12][C:11]([C:14]([F:17])([F:16])[F:15])=[CH:10][CH:9]=4)[CH:6]=3)[CH:29]=2)[CH:24]=[CH:25][N:26]=1, predict the reactants needed to synthesize it. The reactants are: Cl[C:2]1[N:3]=[N:4][C:5](Cl)=[CH:6][C:7]=1[C:8]1[CH:13]=[CH:12][C:11]([C:14]([F:17])([F:16])[F:15])=[CH:10][CH:9]=1.[OH:19][C:20]1[CH:29]=[C:28]2[C:23]([CH:24]=[CH:25][N:26]=[CH:27]2)=[CH:22][CH:21]=1.[H-].[Na+]. (6) Given the product [OH:22][CH:21]([CH:11]1[CH2:12][CH:13]2[CH2:20][CH:10]1[CH:9]1[CH:14]2[CH:15]2[CH2:19][CH:18]1[CH:17]=[CH:16]2)[CH2:2][C:1]([O:4][C:5]([CH3:8])([CH3:7])[CH3:6])=[O:3], predict the reactants needed to synthesize it. The reactants are: [C:1]([O:4][C:5]([CH3:8])([CH3:7])[CH3:6])(=[O:3])[CH3:2].[CH:9]12[CH:18]3[CH2:19][CH:15]([CH:16]=[CH:17]3)[CH:14]1[CH:13]1[CH2:20][CH:10]2[CH:11]([CH:21]=[O:22])[CH2:12]1. (7) Given the product [C:11]([CH2:10][NH:9][C:7]([CH:6]([O:5][C:4]1[CH:3]=[C:2]([C:36]2[CH:35]=[CH:34][C:33]([N:30]3[CH2:31][CH2:32][N:27]([C:25]([O:24][Si:23]([CH:42]([CH3:44])[CH3:43])([CH:45]([CH3:47])[CH3:46])[CH:20]([CH3:21])[CH3:22])=[O:26])[CH2:28][CH2:29]3)=[CH:38][CH:37]=2)[CH:19]=[CH:18][CH:17]=1)[CH2:13][CH:14]([CH3:16])[CH3:15])=[O:8])#[N:12], predict the reactants needed to synthesize it. The reactants are: Br[C:2]1[CH:3]=[C:4]([CH:17]=[CH:18][CH:19]=1)[O:5][CH:6]([CH2:13][CH:14]([CH3:16])[CH3:15])[C:7]([NH:9][CH2:10][C:11]#[N:12])=[O:8].[CH:20]([Si:23]([CH:45]([CH3:47])[CH3:46])([CH:42]([CH3:44])[CH3:43])[O:24][C:25]([N:27]1[CH2:32][CH2:31][N:30]([C:33]2[CH:38]=[CH:37][C:36](B(O)O)=[CH:35][CH:34]=2)[CH2:29][CH2:28]1)=[O:26])([CH3:22])[CH3:21].C(=O)([O-])[O-].[K+].[K+].ClCCl. (8) Given the product [O:45]=[C:40]1[CH2:41][CH2:42][C:43](=[O:44])[N:39]1[O:36][C:35](=[O:37])[CH2:34][CH2:33][CH2:32][CH2:31][NH:30][C:28]([NH:27][CH2:26][CH2:25][CH2:24][CH2:23][C@H:22]1[C@@H:17]2[C@@H:18]([NH:19][C:15](=[O:14])[NH:16]2)[CH2:20][S:21]1)=[O:29], predict the reactants needed to synthesize it. The reactants are: C(N(CC)CC)C.ClC(OCC)=O.[O:14]=[C:15]1[NH:19][C@H:18]2[CH2:20][S:21][C@@H:22]([CH2:23][CH2:24][CH2:25][CH2:26][NH:27][C:28]([NH:30][CH2:31][CH2:32][CH2:33][CH2:34][C:35]([OH:37])=[O:36])=[O:29])[C@H:17]2[NH:16]1.O[N:39]1[C:43](=[O:44])[CH2:42][CH2:41][C:40]1=[O:45]. (9) Given the product [CH:22]1([C:19]2[CH:20]=[CH:21][C:16]([N:13]3[CH2:14][CH2:15][N:10]([C:8]([C:5]4[CH:6]=[CH:7][C:2]([N:28]5[CH2:29][CH2:30][O:26][C:27]5=[O:31])=[CH:3][C:4]=4[F:25])=[O:9])[CH2:11][CH2:12]3)=[N:17][CH:18]=2)[CH2:24][CH2:23]1, predict the reactants needed to synthesize it. The reactants are: Br[C:2]1[CH:7]=[CH:6][C:5]([C:8]([N:10]2[CH2:15][CH2:14][N:13]([C:16]3[CH:21]=[CH:20][C:19]([CH:22]4[CH2:24][CH2:23]4)=[CH:18][N:17]=3)[CH2:12][CH2:11]2)=[O:9])=[C:4]([F:25])[CH:3]=1.[O:26]1[CH2:30][CH:29]=[N:28][C:27]1=[O:31].